From a dataset of Reaction yield outcomes from USPTO patents with 853,638 reactions. Predict the reaction yield, written as a fraction of the theoretical maximum amount of product (1.0 means a 100% yield; for example, 0.34 means a 34% yield). (1) The reactants are [Br:1][C:2]1[CH:3]=[C:4]2[C:9](=[N:10][C:11]=1[CH3:12])[N:8]=[CH:7][C:6]([C:13]([NH:15][CH2:16][C:17]1[CH:22]=[CH:21][C:20]([Cl:23])=[CH:19][CH:18]=1)=[O:14])=[C:5]2[OH:24].[C:25](=O)([O-])[O-].[K+].[K+].CI. The catalyst is CN(C=O)C.O. The product is [Br:1][C:2]1[CH:3]=[C:4]2[C:9](=[N:10][C:11]=1[CH3:12])[N:8]([CH3:25])[CH:7]=[C:6]([C:13]([NH:15][CH2:16][C:17]1[CH:22]=[CH:21][C:20]([Cl:23])=[CH:19][CH:18]=1)=[O:14])[C:5]2=[O:24]. The yield is 0.850. (2) The reactants are Br[C:2]1[CH:3]=[CH:4][C:5]2[N:9]=[CH:8][N:7]([CH3:10])[C:6]=2[CH:11]=1.[CH3:12][C:13]1([CH3:29])[C:17]([CH3:19])([CH3:18])[O:16][B:15]([B:15]2[O:16][C:17]([CH3:19])([CH3:18])[C:13]([CH3:29])([CH3:12])[O:14]2)[O:14]1.C([O-])(=O)C.[K+]. The catalyst is O1CCOCC1.C1C=CC(P(C2C=CC=CC=2)[C-]2C=CC=C2)=CC=1.C1C=CC(P(C2C=CC=CC=2)[C-]2C=CC=C2)=CC=1.Cl[Pd]Cl.[Fe+2]. The product is [CH3:10][N:7]1[C:6]2[CH:11]=[C:2]([B:15]3[O:16][C:17]([CH3:19])([CH3:18])[C:13]([CH3:29])([CH3:12])[O:14]3)[CH:3]=[CH:4][C:5]=2[N:9]=[CH:8]1. The yield is 0.980. (3) The reactants are [CH3:1][NH:2][C:3]([C:5]1[N:6]([CH3:32])[C:7]([CH2:20][NH:21][S:22]([C:25]2[CH:30]=[CH:29][CH:28]=[CH:27][C:26]=2[Cl:31])(=[O:24])=[O:23])=[CH:8][C:9](=[O:19])[C:10]=1[O:11]CC1C=CC=CC=1)=[O:4].C1(S(C(N)C2N(C)C(C(O)=O)=C(O)C(=O)C=2)(=O)=O)C=CC=CC=1. No catalyst specified. The product is [CH3:1][NH:2][C:3]([C:5]1[N:6]([CH3:32])[C:7]([CH2:20][NH:21][S:22]([C:25]2[CH:30]=[CH:29][CH:28]=[CH:27][C:26]=2[Cl:31])(=[O:23])=[O:24])=[CH:8][C:9](=[O:19])[C:10]=1[OH:11])=[O:4]. The yield is 0.521.